From a dataset of Forward reaction prediction with 1.9M reactions from USPTO patents (1976-2016). Predict the product of the given reaction. (1) Given the reactants Br[C:2]1[CH:3]=[C:4]2[C:9](=[CH:10][CH:11]=1)[NH:8][C:7](=[O:12])[CH2:6][CH2:5]2.[F:13][C:14]([F:25])([F:24])[C:15]1[CH:20]=[CH:19][C:18](B(O)O)=[CH:17][CH:16]=1.C(=O)([O-])[O-].[K+].[K+].Cl, predict the reaction product. The product is: [F:13][C:14]([F:25])([F:24])[C:15]1[CH:20]=[CH:19][C:18]([C:2]2[CH:3]=[C:4]3[C:9](=[CH:10][CH:11]=2)[NH:8][C:7](=[O:12])[CH2:6][CH2:5]3)=[CH:17][CH:16]=1. (2) Given the reactants [NH:1]1[C:9]2[CH:8]=[CH:7][CH:6]=[C:5](B(O)O)[C:4]=2[CH:3]=[CH:2]1.Br[C:14]1[CH:15]=[C:16]([CH:18]=[CH:19][CH:20]=1)[NH2:17].[O-]P([O-])([O-])=O.[K+].[K+].[K+].C1(P(C2CCCCC2)C2CCCCC2)CCCCC1, predict the reaction product. The product is: [NH:1]1[C:9]2[C:4](=[C:5]([C:14]3[CH:15]=[C:16]([NH2:17])[CH:18]=[CH:19][CH:20]=3)[CH:6]=[CH:7][CH:8]=2)[CH:3]=[CH:2]1. (3) Given the reactants [Cl:1][C:2](Cl)([O:4]C(=O)OC(Cl)(Cl)Cl)Cl.N1C=CC=CC=1.[CH2:19]1[C:27]2[C:22](=[CH:23][CH:24]=[CH:25][CH:26]=2)[CH2:21][NH:20]1, predict the reaction product. The product is: [CH2:19]1[C:27]2[C:22](=[CH:23][CH:24]=[CH:25][CH:26]=2)[CH2:21][N:20]1[C:2]([Cl:1])=[O:4]. (4) Given the reactants [CH3:1][O:2][C:3](=[O:10])[CH:4](Br)[CH2:5][CH2:6][CH2:7][CH3:8].[F:11][C:12]1[CH:18]=[CH:17][C:15]([NH2:16])=[CH:14][C:13]=1[CH3:19].C([O-])([O-])=O.[K+].[K+], predict the reaction product. The product is: [CH3:1][O:2][C:3](=[O:10])[CH:4]([NH:16][C:15]1[CH:17]=[CH:18][C:12]([F:11])=[C:13]([CH3:19])[CH:14]=1)[CH2:5][CH2:6][CH2:7][CH3:8]. (5) Given the reactants COC1C=CC(C[NH:8][C:9]2[C:14]([C:15]3[N:16]=[CH:17][S:18][C:19]=3[C:20]3[CH:25]=[CH:24][CH:23]=[C:22]([Cl:26])[C:21]=3[Cl:27])=[CH:13][C:12]([Br:28])=[CH:11][N:10]=2)=CC=1.C(O)(C(F)(F)F)=O, predict the reaction product. The product is: [Br:28][C:12]1[CH:13]=[C:14]([C:15]2[N:16]=[CH:17][S:18][C:19]=2[C:20]2[CH:25]=[CH:24][CH:23]=[C:22]([Cl:26])[C:21]=2[Cl:27])[C:9]([NH2:8])=[N:10][CH:11]=1.